Dataset: Full USPTO retrosynthesis dataset with 1.9M reactions from patents (1976-2016). Task: Predict the reactants needed to synthesize the given product. (1) The reactants are: O[C:2]1([CH2:26][I:27])[CH2:7][CH2:6][N:5]([C:8]2[CH:13]=[CH:12][C:11]([N:14]3[CH2:18][C@H:17]([CH2:19][NH:20][C:21](=[O:23])[CH3:22])[O:16][C:15]3=[O:24])=[CH:10][C:9]=2[F:25])[CH2:4][CH2:3]1.CCN(S(F)(F)[F:34])CC. Given the product [F:34][C:2]1([CH2:26][I:27])[CH2:7][CH2:6][N:5]([C:8]2[CH:13]=[CH:12][C:11]([N:14]3[CH2:18][C@H:17]([CH2:19][NH:20][C:21](=[O:23])[CH3:22])[O:16][C:15]3=[O:24])=[CH:10][C:9]=2[F:25])[CH2:4][CH2:3]1, predict the reactants needed to synthesize it. (2) Given the product [Cl:41][C:25]1[C:26]([NH:28][C:29]2[CH:34]=[CH:33][CH:32]=[CH:31][C:30]=2[S:35]([N:38]([CH3:40])[CH3:39])(=[O:37])=[O:36])=[N:27][C:22]([NH:1][C:2]2[CH:18]=[CH:17][C:5]3[N:6]([CH2:15][CH3:16])[C:7](=[O:14])[CH:8]([N:11]([CH3:12])[CH3:13])[CH2:9][CH2:10][C:4]=3[C:3]=2[O:19][CH3:20])=[N:23][CH:24]=1, predict the reactants needed to synthesize it. The reactants are: [NH2:1][C:2]1[CH:18]=[CH:17][C:5]2[N:6]([CH2:15][CH3:16])[C:7](=[O:14])[CH:8]([N:11]([CH3:13])[CH3:12])[CH2:9][CH2:10][C:4]=2[C:3]=1[O:19][CH3:20].Cl[C:22]1[N:27]=[C:26]([NH:28][C:29]2[CH:34]=[CH:33][CH:32]=[CH:31][C:30]=2[S:35]([N:38]([CH3:40])[CH3:39])(=[O:37])=[O:36])[C:25]([Cl:41])=[CH:24][N:23]=1. (3) The reactants are: [CH3:1][S:2][C:3]1[CH:24]=[CH:23][C:6]([C:7]([N:9]2[CH2:14][CH2:13][CH:12]([C:15]3[CH:22]=[CH:21][C:18]([C:19]#[N:20])=[CH:17][CH:16]=3)[CH2:11][CH2:10]2)=[O:8])=[CH:5][C:4]=1[N+:25]([O-])=O. Given the product [NH2:25][C:4]1[CH:5]=[C:6]([CH:23]=[CH:24][C:3]=1[S:2][CH3:1])[C:7]([N:9]1[CH2:14][CH2:13][CH:12]([C:15]2[CH:22]=[CH:21][C:18]([C:19]#[N:20])=[CH:17][CH:16]=2)[CH2:11][CH2:10]1)=[O:8], predict the reactants needed to synthesize it. (4) Given the product [Cl:1][C:2]1[N:3]([CH2:11][C:12]2([OH:10])[CH2:13][CH2:14][N:15]([C:18]([O:20][C:21]([CH3:24])([CH3:23])[CH3:22])=[O:19])[CH2:16][CH2:17]2)[CH:4]=[C:5]([N+:7]([O-:9])=[O:8])[N:6]=1, predict the reactants needed to synthesize it. The reactants are: [Cl:1][C:2]1[NH:3][CH:4]=[C:5]([N+:7]([O-:9])=[O:8])[N:6]=1.[O:10]1[C:12]2([CH2:17][CH2:16][N:15]([C:18]([O:20][C:21]([CH3:24])([CH3:23])[CH3:22])=[O:19])[CH2:14][CH2:13]2)[CH2:11]1.C(=O)([O-])O.[Na+]. (5) Given the product [CH:19]([C:5]1[NH:6][C:2]([CH3:1])=[CH:3][C:4]=1[CH2:7][CH2:8][C:9]([OH:11])=[O:10])=[O:20], predict the reactants needed to synthesize it. The reactants are: [CH3:1][C:2]1[NH:6][CH:5]=[C:4]([CH2:7][CH2:8][C:9]([OH:11])=[O:10])[CH:3]=1.P(Cl)(Cl)(Cl)=O.CN(C)[CH:19]=[O:20]. (6) The reactants are: [CH:1]1([CH2:7][C:8]2[N:9]=[C:10]([C:13]3[O:17][C:16]([CH2:18][C:19]([CH3:24])([CH3:23])[C:20]([OH:22])=[O:21])=[N:15][N:14]=3)[S:11][CH:12]=2)[CH2:6][CH2:5][CH2:4][CH2:3][CH2:2]1.Br[C:26]1[CH:31]=[CH:30][C:29]([S:32]([NH:35][C@@H:36]([CH3:41])[C:37]([F:40])([F:39])[F:38])(=[O:34])=[O:33])=[CH:28][C:27]=1[O:42][C:43]([F:46])([F:45])[F:44]. Given the product [CH:1]1([CH2:7][C:8]2[N:9]=[C:10]([C:13]3[O:17][C:16]([CH2:18][C:19]([CH3:24])([CH3:23])[C:20]([OH:22])=[O:21])=[N:15][N:14]=3)[S:11][C:12]=2[C:26]2[CH:31]=[CH:30][C:29]([S:32](=[O:34])(=[O:33])[NH:35][C@@H:36]([CH3:41])[C:37]([F:39])([F:38])[F:40])=[CH:28][C:27]=2[O:42][C:43]([F:46])([F:44])[F:45])[CH2:2][CH2:3][CH2:4][CH2:5][CH2:6]1, predict the reactants needed to synthesize it.